Dataset: Full USPTO retrosynthesis dataset with 1.9M reactions from patents (1976-2016). Task: Predict the reactants needed to synthesize the given product. Given the product [Cl:1][C:2]1[CH:3]=[CH:4][C:5]2[N:11]3[CH:12]=[CH:13][CH:14]=[C:10]3[C@@H:9]([CH2:15][CH2:16][N:17]3[N:21]=[N:20][C:19]([CH2:22][CH2:23][C:24]([OH:26])=[O:25])=[N:18]3)[O:8][C@H:7]([C:28]3[CH:33]=[CH:32][CH:31]=[C:30]([O:34][CH3:35])[C:29]=3[O:36][CH3:37])[C:6]=2[CH:38]=1, predict the reactants needed to synthesize it. The reactants are: [Cl:1][C:2]1[CH:3]=[CH:4][C:5]2[N:11]3[CH:12]=[CH:13][CH:14]=[C:10]3[C@@H:9]([CH2:15][CH2:16][N:17]3[N:21]=[N:20][C:19]([CH2:22][CH2:23][C:24]([O:26]C)=[O:25])=[N:18]3)[O:8][C@H:7]([C:28]3[CH:33]=[CH:32][CH:31]=[C:30]([O:34][CH3:35])[C:29]=3[O:36][CH3:37])[C:6]=2[CH:38]=1.C(=O)([O-])[O-].[K+].[K+].